Task: Regression. Given two drug SMILES strings and cell line genomic features, predict the synergy score measuring deviation from expected non-interaction effect.. Dataset: NCI-60 drug combinations with 297,098 pairs across 59 cell lines (1) Drug 1: C1C(C(OC1N2C=C(C(=O)NC2=O)F)CO)O. Drug 2: CC=C1C(=O)NC(C(=O)OC2CC(=O)NC(C(=O)NC(CSSCCC=C2)C(=O)N1)C(C)C)C(C)C. Cell line: SF-539. Synergy scores: CSS=50.5, Synergy_ZIP=-3.13, Synergy_Bliss=-1.48, Synergy_Loewe=-15.7, Synergy_HSA=-0.0477. (2) Drug 1: C(=O)(N)NO. Drug 2: CN(CCCl)CCCl.Cl. Cell line: SNB-19. Synergy scores: CSS=8.66, Synergy_ZIP=-5.09, Synergy_Bliss=0.720, Synergy_Loewe=-22.6, Synergy_HSA=-2.87. (3) Drug 1: CC1=C(C=C(C=C1)C(=O)NC2=CC(=CC(=C2)C(F)(F)F)N3C=C(N=C3)C)NC4=NC=CC(=N4)C5=CN=CC=C5. Drug 2: CS(=O)(=O)OCCCCOS(=O)(=O)C. Cell line: HCT116. Synergy scores: CSS=21.0, Synergy_ZIP=4.63, Synergy_Bliss=5.13, Synergy_Loewe=8.98, Synergy_HSA=6.18.